This data is from Reaction yield outcomes from USPTO patents with 853,638 reactions. The task is: Predict the reaction yield, written as a fraction of the theoretical maximum amount of product (1.0 means a 100% yield; for example, 0.34 means a 34% yield). (1) The reactants are [Cl-].[Al+3].[Cl-].[Cl-].[H-].[Al+3].[Li+].[H-].[H-].[H-].[Cl:11][C:12]1[CH:13]=[C:14]2[C:18](=[CH:19][C:20]=1[Cl:21])[C:17](=O)[N:16]([C:23]1[C:24]([CH3:42])=[C:25]([CH3:41])[C:26]3[O:30][C:29]([CH3:32])([CH3:31])[CH:28]([C:33]4[CH:38]=[CH:37][CH:36]=[CH:35][CH:34]=4)[C:27]=3[C:39]=1[CH3:40])[C:15]2=O.O. The catalyst is O1CCCC1. The product is [Cl:21][C:20]1[CH:19]=[C:18]2[C:14](=[CH:13][C:12]=1[Cl:11])[CH2:15][N:16]([C:23]1[C:24]([CH3:42])=[C:25]([CH3:41])[C:26]3[O:30][C:29]([CH3:31])([CH3:32])[CH:28]([C:33]4[CH:34]=[CH:35][CH:36]=[CH:37][CH:38]=4)[C:27]=3[C:39]=1[CH3:40])[CH2:17]2. The yield is 0.180. (2) The reactants are [CH3:1][O:2][C:3]1[S:7][C:6]([C:8]([OH:10])=O)=[CH:5][C:4]=1[C:11]1[N:15]([CH3:16])[N:14]=[CH:13][CH:12]=1.[NH2:17][C@@H:18]([CH2:31][C:32]1[CH:37]=[CH:36][CH:35]=[CH:34][C:33]=1[C:38]([F:41])([F:40])[F:39])[CH2:19][N:20]1[C:28](=[O:29])[C:27]2[C:22](=[CH:23][CH:24]=[CH:25][CH:26]=2)[C:21]1=[O:30].C1CN([P+](Br)(N2CCCC2)N2CCCC2)CC1.F[P-](F)(F)(F)(F)F.CCN(C(C)C)C(C)C. The catalyst is C(Cl)(Cl)Cl. The product is [O:29]=[C:28]1[C:27]2[C:22](=[CH:23][CH:24]=[CH:25][CH:26]=2)[C:21](=[O:30])[N:20]1[CH2:19][C@@H:18]([NH:17][C:8]([C:6]1[S:7][C:3]([O:2][CH3:1])=[C:4]([C:11]2[N:15]([CH3:16])[N:14]=[CH:13][CH:12]=2)[CH:5]=1)=[O:10])[CH2:31][C:32]1[CH:37]=[CH:36][CH:35]=[CH:34][C:33]=1[C:38]([F:40])([F:39])[F:41]. The yield is 0.820. (3) The reactants are [C:1](OC(=O)C)(=[O:3])[CH3:2].[F:8][C:9]1[CH:10]=[C:11]([C:16]2[S:17][C:18]3[CH2:19][N:20]([C:25](=[O:27])[CH3:26])[CH2:21][CH2:22][C:23]=3[N:24]=2)[CH:12]=[CH:13][C:14]=1[OH:15]. The catalyst is ClCCl. The product is [C:1]([O:15][C:14]1[CH:13]=[CH:12][C:11]([C:16]2[S:17][C:18]3[CH2:19][N:20]([C:25](=[O:27])[CH3:26])[CH2:21][CH2:22][C:23]=3[N:24]=2)=[CH:10][C:9]=1[F:8])(=[O:3])[CH3:2]. The yield is 0.400.